The task is: Predict the reaction yield, written as a fraction of the theoretical maximum amount of product (1.0 means a 100% yield; for example, 0.34 means a 34% yield).. This data is from Reaction yield outcomes from USPTO patents with 853,638 reactions. (1) The reactants are [Al+3].[Cl-].[Cl-].[Cl-].C(O[C:9](=[O:11])[CH3:10])(=O)C.[C:12]1([S:18]([N:21]2[C:29]3[C:24](=[CH:25][CH:26]=[CH:27][CH:28]=3)[CH2:23][CH2:22]2)(=[O:20])=[O:19])[CH:17]=[CH:16][CH:15]=[CH:14][CH:13]=1. The catalyst is C(Cl)Cl. The product is [C:12]1([S:18]([N:21]2[C:29]3[C:24](=[CH:25][C:26]([C:9](=[O:11])[CH3:10])=[CH:27][CH:28]=3)[CH2:23][CH2:22]2)(=[O:20])=[O:19])[CH:13]=[CH:14][CH:15]=[CH:16][CH:17]=1. The yield is 0.790. (2) The catalyst is ClCCCl.C(Cl)Cl. The yield is 0.0600. The product is [CH2:13]([NH:15][C:16](=[O:17])[O-:18])[CH3:14].[Cl:1][C:32]1[C:31]2[CH:27]3[CH2:28][NH:29][CH2:30][CH:26]3[CH:25]([CH3:33])[C:24]=2[CH:23]=[CH:22][C:21]=1[O:20][CH3:19]. The reactants are [Cl:1]N1C(=O)CCC1=O.C(O)(=O)C.[CH2:13]([NH:15][C:16](=[O:18])[O-:17])[CH3:14].[CH3:19][O:20][C:21]1[CH:22]=[CH:23][C:24]2[CH:25]([CH3:33])[CH:26]3[CH2:30][NH:29][CH2:28][CH:27]3[C:31]=2[CH:32]=1. (3) The reactants are [CH2:1]([C:20]1[CH:25]=[CH:24][N:23]=[CH:22][CH:21]=1)[CH2:2][CH2:3][CH2:4][CH2:5][CH2:6][CH2:7][CH2:8][CH2:9][CH2:10][CH2:11][CH2:12][CH2:13][CH2:14][CH2:15][CH2:16][CH2:17][CH2:18][CH3:19].[NH2-].[Na+].C[N:29](C)C1C=CC=CC=1. The catalyst is O. The product is [NH2:29][C:24]1[CH:25]=[C:20]([CH2:1][CH2:2][CH2:3][CH2:4][CH2:5][CH2:6][CH2:7][CH2:8][CH2:9][CH2:10][CH2:11][CH2:12][CH2:13][CH2:14][CH2:15][CH2:16][CH2:17][CH2:18][CH3:19])[CH:21]=[CH:22][N:23]=1. The yield is 0.450. (4) The reactants are OS(O)(=O)=O.[F:6][C:7]1[CH:12]=[CH:11][CH:10]=[CH:9][C:8]=1[C:13](=[O:15])[CH3:14].[N+:16]([O-])([OH:18])=[O:17]. The catalyst is O. The product is [F:6][C:7]1[CH:12]=[CH:11][C:10]([N+:16]([O-:18])=[O:17])=[CH:9][C:8]=1[C:13](=[O:15])[CH3:14]. The yield is 0.970.